From a dataset of Catalyst prediction with 721,799 reactions and 888 catalyst types from USPTO. Predict which catalyst facilitates the given reaction. Reactant: [C:1]1([CH:7]([C:13]2[CH:18]=[CH:17][CH:16]=[CH:15][CH:14]=2)[N:8]2[CH2:11][C:10](=O)[CH2:9]2)[CH:6]=[CH:5][CH:4]=[CH:3][CH:2]=1.[NH:19]([C:21]([O:23][C:24]([CH3:27])([CH3:26])[CH3:25])=[O:22])[NH2:20].C(O)(=O)C. Product: [C:1]1([CH:7]([C:13]2[CH:18]=[CH:17][CH:16]=[CH:15][CH:14]=2)[N:8]2[CH2:11][C:10](=[N:20][NH:19][C:21]([O:23][C:24]([CH3:27])([CH3:26])[CH3:25])=[O:22])[CH2:9]2)[CH:6]=[CH:5][CH:4]=[CH:3][CH:2]=1. The catalyst class is: 5.